From a dataset of Reaction yield outcomes from USPTO patents with 853,638 reactions. Predict the reaction yield, written as a fraction of the theoretical maximum amount of product (1.0 means a 100% yield; for example, 0.34 means a 34% yield). The reactants are [F:1][C:2]1[CH:23]=[CH:22][C:5]([CH2:6][N:7]2[C:15]3[C:10](=[CH:11][C:12]([S:16]([CH3:19])(=[O:18])=[O:17])=[CH:13][CH:14]=3)[CH:9]=[C:8]2[CH2:20][OH:21])=[CH:4][CH:3]=1. The catalyst is ClCCl.[O-2].[O-2].[Mn+4]. The product is [F:1][C:2]1[CH:23]=[CH:22][C:5]([CH2:6][N:7]2[C:15]3[C:10](=[CH:11][C:12]([S:16]([CH3:19])(=[O:17])=[O:18])=[CH:13][CH:14]=3)[CH:9]=[C:8]2[CH:20]=[O:21])=[CH:4][CH:3]=1. The yield is 0.884.